Dataset: Full USPTO retrosynthesis dataset with 1.9M reactions from patents (1976-2016). Task: Predict the reactants needed to synthesize the given product. (1) Given the product [CH3:50][N:51]([CH3:62])[CH2:52][CH2:53][N:54]1[CH2:55][CH2:56][CH:57]([N:60]([CH3:61])[C:22]([NH:12][C:8]2[CH:7]=[C:6]([O:5][C:4]3[CH:31]=[CH:32][C:33]([NH:34][C:35]([C:37]4([C:40]([NH:41][C:42]5[CH:47]=[CH:46][C:45]([F:48])=[CH:44][CH:43]=5)=[O:49])[CH2:38][CH2:39]4)=[O:36])=[C:2]([F:1])[CH:3]=3)[CH:11]=[CH:10][N:9]=2)=[O:23])[CH2:58][CH2:59]1, predict the reactants needed to synthesize it. The reactants are: [F:1][C:2]1[CH:3]=[C:4]([CH:31]=[CH:32][C:33]=1[NH:34][C:35]([C:37]1([C:40](=[O:49])[NH:41][C:42]2[CH:47]=[CH:46][C:45]([F:48])=[CH:44][CH:43]=2)[CH2:39][CH2:38]1)=[O:36])[O:5][C:6]1[CH:11]=[CH:10][N:9]=[C:8]([N:12]([C:22](OC2C=CC=CC=2)=[O:23])C(=O)OC2C=CC=CC=2)[CH:7]=1.[CH3:50][N:51]([CH3:62])[CH2:52][CH2:53][N:54]1[CH2:59][CH2:58][CH:57]([NH:60][CH3:61])[CH2:56][CH2:55]1. (2) Given the product [C:6]1([CH3:10])[CH:7]=[CH:8][CH:9]=[C:4]([C:3]([OH:11])([CH2:12][CH3:13])[CH2:18][CH3:19])[CH:5]=1, predict the reactants needed to synthesize it. The reactants are: CO[C:3](=[O:11])[C:4]1[CH:9]=[CH:8][CH:7]=[C:6]([CH3:10])[CH:5]=1.[CH3:12][CH2:13][Mg+].[Br-].[NH4+].[Cl-].[CH3:18][CH2:19]OC(C)=O. (3) Given the product [Cl:16][C:17]1[CH:22]=[C:21]([Cl:23])[CH:20]=[CH:19][C:18]=1[S:24]([NH:27][C:28]1[N:33]=[C:32]([S:10][CH2:7][CH2:8][CH3:9])[C:31]([S:35][C:36]2[CH:37]=[CH:38][C:39]([S:42]([N:45]3[CH2:50][CH2:49][CH2:48][CH2:47][CH2:46]3)(=[O:44])=[O:43])=[CH:40][CH:41]=2)=[CH:30][N:29]=1)(=[O:26])=[O:25], predict the reactants needed to synthesize it. The reactants are: C(=O)([O-])[O-].[Cs+].[Cs+].[CH2:7]([SH:10])[CH2:8][CH3:9].CN(C=O)C.[Cl:16][C:17]1[CH:22]=[C:21]([Cl:23])[CH:20]=[CH:19][C:18]=1[S:24]([NH:27][C:28]1[N:33]=[C:32](Cl)[C:31]([S:35][C:36]2[CH:41]=[CH:40][C:39]([S:42]([N:45]3[CH2:50][CH2:49][CH2:48][CH2:47][CH2:46]3)(=[O:44])=[O:43])=[CH:38][CH:37]=2)=[CH:30][N:29]=1)(=[O:26])=[O:25]. (4) Given the product [CH3:19][CH:14]1[N:13]([CH3:12])[CH2:18][CH2:17][N:16]([C:2]2[S:6][C:5]([C:7]([O:9][CH2:10][CH3:11])=[O:8])=[CH:4][CH:3]=2)[CH2:15]1, predict the reactants needed to synthesize it. The reactants are: Br[C:2]1[S:6][C:5]([C:7]([O:9][CH2:10][CH3:11])=[O:8])=[CH:4][CH:3]=1.[CH3:12][N:13]1[CH2:18][CH2:17][NH:16][CH2:15][CH:14]1[CH3:19].C1(P(C2C=CC=CC=2)C2C=CC3C(=CC=CC=3)C=2C2C3C(=CC=CC=3)C=CC=2P(C2C=CC=CC=2)C2C=CC=CC=2)C=CC=CC=1.C(=O)([O-])[O-].[Cs+].[Cs+]. (5) Given the product [CH2:16]1[O:17][C:11]([C:8]2[CH:9]=[CH:10][C:5]([C:4]([O:3][CH2:1][CH3:2])=[O:14])=[CH:6][CH:7]=2)([CH3:12])[O:13][CH2:15]1, predict the reactants needed to synthesize it. The reactants are: [CH2:1]([O:3][C:4](=[O:14])[C:5]1[CH:10]=[CH:9][C:8]([C:11](=[O:13])[CH3:12])=[CH:7][CH:6]=1)[CH3:2].[CH2:15](O)[CH2:16][OH:17].O.C1(C)C=CC(S(O)(=O)=O)=CC=1.C(OCC)(=O)C.CCCCCC.